This data is from Reaction yield outcomes from USPTO patents with 853,638 reactions. The task is: Predict the reaction yield, written as a fraction of the theoretical maximum amount of product (1.0 means a 100% yield; for example, 0.34 means a 34% yield). (1) The reactants are [Cl:1][CH2:2][C:3]([NH2:5])=[O:4].C(Cl)(=O)[C:7](Cl)=[O:8].[C:12]([OH:16])([CH3:15])([CH3:14])[CH3:13].ClCCCl.C(=O)([O-])O.[Na+]. The catalyst is ClCCCl. The product is [C:12]([O:16][C:7](=[O:8])[NH:5][C:3](=[O:4])[CH2:2][Cl:1])([CH3:15])([CH3:14])[CH3:13]. The yield is 0.490. (2) The reactants are [OH:1][C@@H:2]1[C:10]2[C:5](=[CH:6][CH:7]=[CH:8][CH:9]=2)[CH2:4][C@@:3]1([CH2:20][C:21]1[CH:29]=[CH:28][C:24]([C:25]([NH2:27])=[O:26])=[CH:23][CH:22]=1)[C:11]1[CH2:12][C:13]2[C:18]([CH:19]=1)=[CH:17][CH:16]=[CH:15][CH:14]=2.C1CCC(N=C=NC2CCCCC2)CC1.C([NH:62][C@H:63]([C:68](O)=[O:69])[CH2:64][CH:65]([CH3:67])[CH3:66])(OCC1C2C(=CC=CC=2)C2C1=CC=CC=2)=O. The catalyst is CN(C1C=CN=CC=1)C.C(OCC)(=O)C. The product is [NH2:62][C@H:63]([C:68]([O:1][C@@H:2]1[C:10]2[C:5](=[CH:6][CH:7]=[CH:8][CH:9]=2)[CH2:4][C@@:3]1([CH2:20][C:21]1[CH:29]=[CH:28][C:24]([C:25](=[O:26])[NH2:27])=[CH:23][CH:22]=1)[C:11]1[CH2:12][C:13]2[C:18]([CH:19]=1)=[CH:17][CH:16]=[CH:15][CH:14]=2)=[O:69])[CH2:64][CH:65]([CH3:67])[CH3:66]. The yield is 0.860. (3) The reactants are [H-].[Na+].[C:3](#[N:5])[CH3:4].C[O:7][C:8]([C:10]1[O:11][C:12]([C:15]#[N:16])=[CH:13][CH:14]=1)=O.Cl. The catalyst is C1COCC1. The product is [C:3]([CH2:4][C:8]([C:10]1[O:11][C:12]([C:15]#[N:16])=[CH:13][CH:14]=1)=[O:7])#[N:5]. The yield is 0.430. (4) The reactants are [OH:1][C:2]1[CH:7]=[CH:6][C:5]([CH2:8][CH2:9][CH2:10][OH:11])=[CH:4][CH:3]=1.I[CH2:13][CH2:14][CH2:15][CH2:16][CH2:17][CH2:18]I.N#N.[C:22](=[O:25])([O-])[O-].[K+].[K+]. The catalyst is CS(C)=O. The product is [OH:11][CH2:10][CH2:9][CH2:8][C:5]1[CH:4]=[CH:3][C:2]([O:1][CH2:13][CH2:14][CH2:15][CH2:16][CH2:17][CH2:18][O:1][C:2]2[CH:7]=[CH:6][C:5]([CH2:8][CH2:9][CH2:22][OH:25])=[CH:4][CH:3]=2)=[CH:7][CH:6]=1. The yield is 0.650. (5) The reactants are [C:1]([N:5]1[C:13](=[O:14])[NH:12][C:11]2[C:6]1=[N:7][C:8]([C:18]1[CH:23]=[CH:22][CH:21]=[C:20]([OH:24])[CH:19]=1)=[N:9][C:10]=2[C:15]([O-])=[O:16])([CH3:4])([CH3:3])[CH3:2].[NH2:25]C1C(C([O-])=O)=NC(C2C=CC=C(O)C=2)=NC=1NC(C)(C)C.C(N1C=CN=C1)(N1C=CN=C1)=O. No catalyst specified. The product is [C:1]([N:5]1[C:13](=[O:14])[NH:12][C:11]2[C:6]1=[N:7][C:8]([C:18]1[CH:23]=[CH:22][CH:21]=[C:20]([OH:24])[CH:19]=1)=[N:9][C:10]=2[C:15]([NH2:25])=[O:16])([CH3:2])([CH3:3])[CH3:4]. The yield is 0.460. (6) The reactants are [CH2:1]([C:3]1[CH:4]=[C:5]2[C:9](=[CH:10][CH:11]=1)[NH:8][C:7]([C:12]([OH:14])=[O:13])=[CH:6]2)[CH3:2].N12CCCN=C1CCCCC2.CN(C)C=O.[CH2:31](Br)[C:32]1[CH:37]=[CH:36][CH:35]=[CH:34][CH:33]=1. The catalyst is O. The product is [CH2:1]([C:3]1[CH:4]=[C:5]2[C:9](=[CH:10][CH:11]=1)[NH:8][C:7]([C:12]([O:14][CH2:31][C:32]1[CH:37]=[CH:36][CH:35]=[CH:34][CH:33]=1)=[O:13])=[CH:6]2)[CH3:2]. The yield is 0.900. (7) The reactants are [CH2:1]([O:8][C:9]1[C:14](=[O:15])[CH:13]=[C:12]([CH2:16][NH:17][S:18]([C:21]2[CH:26]=[CH:25][C:24]([Cl:27])=[CH:23][CH:22]=2)(=[O:20])=[O:19])[N:11]([CH3:28])[C:10]=1[C:29]([OH:31])=O)[C:2]1[CH:7]=[CH:6][CH:5]=[CH:4][CH:3]=1.[CH:32]([NH:35]C(C1N(C)C(CNS(C2C=CC=CC=2)(=O)=O)=CC(=O)C=1OCC1C=CC=CC=1)=O)([CH3:34])[CH3:33]. No catalyst specified. The product is [CH:32]([NH:35][C:29]([C:10]1[N:11]([CH3:28])[C:12]([CH2:16][NH:17][S:18]([C:21]2[CH:22]=[CH:23][C:24]([Cl:27])=[CH:25][CH:26]=2)(=[O:20])=[O:19])=[CH:13][C:14](=[O:15])[C:9]=1[O:8][CH2:1][C:2]1[CH:3]=[CH:4][CH:5]=[CH:6][CH:7]=1)=[O:31])([CH3:34])[CH3:33]. The yield is 0.532. (8) The reactants are [N:1]([O-:3])=O.[Na+].[CH:5](=[C:12]1[NH:16][C:15](=[O:17])[CH:14]=[C:13]1[OH:18])[C:6]1[CH:11]=[CH:10][CH:9]=[CH:8][CH:7]=1. The catalyst is C(O)(=O)C. The product is [CH:5](=[C:12]1[NH:16][C:15](=[O:17])[CH2:14][C:13]1([OH:18])[N:1]=[O:3])[C:6]1[CH:7]=[CH:8][CH:9]=[CH:10][CH:11]=1. The yield is 0.650. (9) The reactants are [CH:1]([C:5]1[CH:6]=[C:7]([CH:18]=[CH:19][C:20]=1[O:21][CH3:22])[O:8][C:9]1[C:14]([Cl:15])=[CH:13][C:12]([NH2:16])=[CH:11][C:10]=1[Cl:17])([CH2:3][CH3:4])[CH3:2].Br[CH2:24][C:25]([O:27][CH2:28][CH3:29])=[O:26].C(N(C(C)C)CC)(C)C. The catalyst is CN(C=O)C.C(OCC)(=O)C. The product is [CH2:28]([O:27][C:25](=[O:26])[CH2:24][NH:16][C:12]1[CH:11]=[C:10]([Cl:17])[C:9]([O:8][C:7]2[CH:18]=[CH:19][C:20]([O:21][CH3:22])=[C:5]([CH:1]([CH2:3][CH3:4])[CH3:2])[CH:6]=2)=[C:14]([Cl:15])[CH:13]=1)[CH3:29]. The yield is 0.540.